Predict the reactants needed to synthesize the given product. From a dataset of Full USPTO retrosynthesis dataset with 1.9M reactions from patents (1976-2016). (1) Given the product [CH3:13][O:12][C:9]1[CH:10]=[CH:11][C:6]([CH2:5][CH2:4][CH2:3][CH2:2][N:14]2[CH:18]=[CH:17][N:16]=[C:15]2[CH2:19][CH2:20][OH:21])=[CH:7][CH:8]=1, predict the reactants needed to synthesize it. The reactants are: Br[CH2:2][CH2:3][CH2:4][CH2:5][C:6]1[CH:11]=[CH:10][C:9]([O:12][CH3:13])=[CH:8][CH:7]=1.[NH:14]1[CH:18]=[CH:17][N:16]=[C:15]1[CH2:19][CH2:20][OH:21].[I-].[K+].[OH-].[Na+].CC(O)(CC)C. (2) Given the product [F:42][C:2]([F:1])([C@H:35]1[CH2:36][CH2:37][C@H:38]([OH:41])[CH2:39][CH2:40]1)[O:3][C:4]1[CH:9]=[CH:8][C:7]([C:10]2[CH:15]=[CH:14][N:13]([CH2:16][CH2:17][C@@:18]([CH3:33])([S:29]([CH3:32])(=[O:31])=[O:30])[C:19]([NH:21][OH:22])=[O:20])[C:12](=[O:34])[CH:11]=2)=[CH:6][CH:5]=1, predict the reactants needed to synthesize it. The reactants are: [F:1][C:2]([F:42])([C@H:35]1[CH2:40][CH2:39][C@H:38]([OH:41])[CH2:37][CH2:36]1)[O:3][C:4]1[CH:9]=[CH:8][C:7]([C:10]2[CH:15]=[CH:14][N:13]([CH2:16][CH2:17][C@@:18]([CH3:33])([S:29]([CH3:32])(=[O:31])=[O:30])[C:19]([NH:21][O:22]C3CCCCO3)=[O:20])[C:12](=[O:34])[CH:11]=2)=[CH:6][CH:5]=1.Cl.CO.